From a dataset of Reaction yield outcomes from USPTO patents with 853,638 reactions. Predict the reaction yield, written as a fraction of the theoretical maximum amount of product (1.0 means a 100% yield; for example, 0.34 means a 34% yield). (1) No catalyst specified. The reactants are Cl.[O:2]1[CH2:7][CH2:6][N:5]([CH2:8][C:9]2[S:10][CH:11]=[C:12]([C:14]([OH:16])=O)[N:13]=2)[CH2:4][CH2:3]1.[NH2:17][C@@H:18]([CH3:34])[CH2:19][N:20]1[CH:24]=[CH:23][C:22]([C:25]2[CH:32]=[CH:31][C:28]([C:29]#[N:30])=[C:27]([Cl:33])[CH:26]=2)=[N:21]1. The product is [Cl:33][C:27]1[CH:26]=[C:25]([C:22]2[CH:23]=[CH:24][N:20]([CH2:19][C@@H:18]([NH:17][C:14]([C:12]3[N:13]=[C:9]([CH2:8][N:5]4[CH2:4][CH2:3][O:2][CH2:7][CH2:6]4)[S:10][CH:11]=3)=[O:16])[CH3:34])[N:21]=2)[CH:32]=[CH:31][C:28]=1[C:29]#[N:30]. The yield is 0.687. (2) The reactants are [CH2:1]([CH:8]([C:14]([NH:16][C@H:17]([C:28]1[S:29][CH:30]=[C:31]([CH2:33][CH3:34])[N:32]=1)[CH2:18][C:19]1[CH:24]=[CH:23][C:22]([N+:25]([O-:27])=[O:26])=[CH:21][CH:20]=1)=[O:15])[C:9]([O:11]CC)=O)[C:2]1[CH:7]=[CH:6][CH:5]=[CH:4][CH:3]=1.C(=O)([O-])[O-].[K+].[K+].[C:41](=[N:44]O)([NH2:43])[CH3:42]. The yield is 0.940. The product is [CH2:33]([C:31]1[N:32]=[C:28]([C@@H:17]([NH:16][C:14](=[O:15])[CH:8]([C:9]2[O:11][N:44]=[C:41]([CH3:42])[N:43]=2)[CH2:1][C:2]2[CH:3]=[CH:4][CH:5]=[CH:6][CH:7]=2)[CH2:18][C:19]2[CH:20]=[CH:21][C:22]([N+:25]([O-:27])=[O:26])=[CH:23][CH:24]=2)[S:29][CH:30]=1)[CH3:34]. The catalyst is C1(C)C=CC=CC=1. (3) The reactants are Br[C:2]1[CH:3]=[N:4][CH:5]=[C:6]([Br:8])[CH:7]=1.C[Si](C)(C)[C:11]#[C:12][CH3:13].C(N(CC)CC)C.[F-].C([N+](CCCC)(CCCC)CCCC)CCC. The yield is 0.660. The catalyst is C1(C)C=CC=CC=1.[Cu]I.C1C=CC([P]([Pd]([P](C2C=CC=CC=2)(C2C=CC=CC=2)C2C=CC=CC=2)([P](C2C=CC=CC=2)(C2C=CC=CC=2)C2C=CC=CC=2)[P](C2C=CC=CC=2)(C2C=CC=CC=2)C2C=CC=CC=2)(C2C=CC=CC=2)C2C=CC=CC=2)=CC=1.O. The product is [Br:8][C:6]1[CH:5]=[N:4][CH:3]=[C:2]([C:11]#[C:12][CH3:13])[CH:7]=1. (4) The reactants are [CH2:1]([CH:3]([C:6]1[C:7]2[N:8]([C:13](I)=[C:14]([CH3:16])[N:15]=2)[N:9]=[C:10]([CH3:12])[CH:11]=1)[CH2:4][CH3:5])[CH3:2].[CH3:18][N:19]1[C:27]2[C:22](=[CH:23][C:24]([CH3:28])=[CH:25][CH:26]=2)[CH:21]=[C:20]1B(O)O.C([O-])([O-])=O.[Na+].[Na+].C1C=CC(P(C2C=CC=CC=2)C2C=CC=CC=2)=CC=1. The catalyst is C(Cl)Cl.CC([O-])=O.CC([O-])=O.[Pd+2].C(O)CC. The product is [CH3:18][N:19]1[C:27]2[C:22](=[CH:23][C:24]([CH3:28])=[CH:25][CH:26]=2)[CH:21]=[C:20]1[C:13]1[N:8]2[N:9]=[C:10]([CH3:12])[CH:11]=[C:6]([CH:3]([CH2:4][CH3:5])[CH2:1][CH3:2])[C:7]2=[N:15][C:14]=1[CH3:16]. The yield is 0.100.